Dataset: Catalyst prediction with 721,799 reactions and 888 catalyst types from USPTO. Task: Predict which catalyst facilitates the given reaction. Reactant: Br[C:2]1[CH:3]=[C:4]2[C:9](=[N:10][CH:11]=1)[N:8]([C@H:12]1[CH2:17][CH2:16][CH2:15][N:14]([CH2:18][CH2:19][N:20]([CH2:23][CH3:24])[CH2:21][CH3:22])[CH2:13]1)[CH:7]=[C:6]([C:25]([O:27][CH2:28][CH3:29])=[O:26])[C:5]2=[O:30].CC1(C)C(C)(C)[O:35][B:34](B2OC(C)(C)C(C)(C)O2)[O:33]1.C(N(CC)CC)C.C([O-])(=O)C.[K+]. Product: [CH2:21]([N:20]([CH2:23][CH3:24])[CH2:19][CH2:18][N:14]1[CH2:15][CH2:16][CH2:17][CH:12]([N:8]2[C:9]3[N:10]=[CH:11][C:2]([B:34]([OH:35])[OH:33])=[CH:3][C:4]=3[C:5](=[O:30])[C:6]([C:25]([O:27][CH2:28][CH3:29])=[O:26])=[CH:7]2)[CH2:13]1)[CH3:22]. The catalyst class is: 184.